This data is from Full USPTO retrosynthesis dataset with 1.9M reactions from patents (1976-2016). The task is: Predict the reactants needed to synthesize the given product. (1) The reactants are: [F:1][C:2]1[C:11]([NH:12][S:13]([C:16]2[CH:21]=[CH:20][C:19]([N+:22]([O-])=O)=[CH:18][C:17]=2[NH:25][C:26](=[O:30])[O:27][CH2:28][CH3:29])(=[O:15])=[O:14])=[CH:10][C:5]2[B:6]([OH:9])[O:7][CH2:8][C:4]=2[CH:3]=1.CCOC(C)=O.[H][H]. Given the product [NH2:22][C:19]1[CH:20]=[CH:21][C:16]([S:13](=[O:14])(=[O:15])[NH:12][C:11]2[C:2]([F:1])=[CH:3][C:4]3[CH2:8][O:7][B:6]([OH:9])[C:5]=3[CH:10]=2)=[C:17]([NH:25][C:26](=[O:30])[O:27][CH2:28][CH3:29])[CH:18]=1, predict the reactants needed to synthesize it. (2) The reactants are: [CH2:1]([N:4]([C@H:17]([CH3:30])[CH2:18][N:19]([CH2:27][CH:28]=[CH2:29])[C:20]([O:22][C:23]([CH3:26])([CH3:25])[CH3:24])=[O:21])[S:5]([C:8]1[CH:13]=[CH:12][CH:11]=[CH:10][C:9]=1[N+:14]([O-:16])=[O:15])(=[O:7])=[O:6])C=C. Given the product [C:23]([O:22][C:20]([N:19]1[CH2:27][CH:28]=[CH:29][CH2:1][N:4]([S:5]([C:8]2[CH:13]=[CH:12][CH:11]=[CH:10][C:9]=2[N+:14]([O-:16])=[O:15])(=[O:6])=[O:7])[C@H:17]([CH3:30])[CH2:18]1)=[O:21])([CH3:26])([CH3:24])[CH3:25], predict the reactants needed to synthesize it.